Dataset: Reaction yield outcomes from USPTO patents with 853,638 reactions. Task: Predict the reaction yield, written as a fraction of the theoretical maximum amount of product (1.0 means a 100% yield; for example, 0.34 means a 34% yield). (1) The reactants are [CH3:1][C:2]([CH:17]1[CH2:22][CH2:21][NH:20][C:19](=[O:23])[CH2:18]1)([S:4]([C:7]1[CH:12]=[CH:11][CH:10]=[C:9]([C:13]([F:16])([F:15])[F:14])[CH:8]=1)(=[O:6])=[O:5])[CH3:3].[C:24](Cl)(=[O:31])[C:25]1[CH:30]=[CH:29][CH:28]=[CH:27][CH:26]=1.O. The catalyst is C1COCC1. The product is [C:24]([N:20]1[CH2:21][CH2:22][CH:17]([C:2]([CH3:1])([S:4]([C:7]2[CH:12]=[CH:11][CH:10]=[C:9]([C:13]([F:14])([F:16])[F:15])[CH:8]=2)(=[O:5])=[O:6])[CH3:3])[CH2:18][C:19]1=[O:23])(=[O:31])[C:25]1[CH:30]=[CH:29][CH:28]=[CH:27][CH:26]=1. The yield is 0.0500. (2) The reactants are Cl.Cl.[N:3]1([C:9]2[C:13]3[CH:14]=[N:15][CH:16]=[CH:17][C:12]=3[O:11][N:10]=2)[CH2:8][CH2:7][NH:6][CH2:5][CH2:4]1.[C:18]([O:22][C:23](=[O:34])[NH:24][C@H:25]1[CH2:30][CH2:29][C@H:28]([CH2:31][CH:32]=O)[CH2:27][CH2:26]1)([CH3:21])([CH3:20])[CH3:19].CCN(CC)CC.C([O-])(O)=O.[Na+]. The catalyst is C(Cl)Cl. The product is [C:18]([O:22][C:23](=[O:34])[NH:24][C@H:25]1[CH2:26][CH2:27][C@H:28]([CH2:31][CH2:32][N:6]2[CH2:5][CH2:4][N:3]([C:9]3[C:13]4[CH:14]=[N:15][CH:16]=[CH:17][C:12]=4[O:11][N:10]=3)[CH2:8][CH2:7]2)[CH2:29][CH2:30]1)([CH3:21])([CH3:20])[CH3:19]. The yield is 0.710. (3) The reactants are [CH3:1][O:2][C:3]1[C:4]([NH2:21])=[CH:5][C:6]2[CH:12]([CH3:13])[CH2:11][N:10]([C:14](=[O:19])[C:15]([F:18])([F:17])[F:16])[CH2:9][CH2:8][C:7]=2[N:20]=1.C1C(=O)N([Cl:29])C(=O)C1. The yield is 0.490. The product is [Cl:29][C:5]1[C:6]2[CH:12]([CH3:13])[CH2:11][N:10]([C:14](=[O:19])[C:15]([F:18])([F:16])[F:17])[CH2:9][CH2:8][C:7]=2[N:20]=[C:3]([O:2][CH3:1])[C:4]=1[NH2:21]. The catalyst is CC#N. (4) The reactants are Cl[C:2]1[C:11]2[C:6](=[CH:7][C:8]([Cl:12])=[CH:9][CH:10]=2)[N:5]=[CH:4][CH:3]=1.[CH2:13]([N:15]([CH2:31][CH3:32])[CH2:16][CH2:17][CH2:18][CH2:19][CH:20]([NH2:30])[CH2:21][CH2:22][CH2:23][CH2:24][N:25]([CH2:28][CH3:29])[CH2:26][CH3:27])[CH3:14].C([O-])(O)=O.[Na+]. No catalyst specified. The product is [Cl:12][C:8]1[CH:7]=[C:6]2[C:11]([C:2]([NH:30][CH:20]([CH2:19][CH2:18][CH2:17][CH2:16][N:15]([CH2:31][CH3:32])[CH2:13][CH3:14])[CH2:21][CH2:22][CH2:23][CH2:24][N:25]([CH2:28][CH3:29])[CH2:26][CH3:27])=[CH:3][CH:4]=[N:5]2)=[CH:10][CH:9]=1. The yield is 0.470.